Dataset: Clinical trial toxicity outcomes and FDA approval status for drugs. Task: Regression/Classification. Given a drug SMILES string, predict its toxicity properties. Task type varies by dataset: regression for continuous values (e.g., LD50, hERG inhibition percentage) or binary classification for toxic/non-toxic outcomes (e.g., AMES mutagenicity, cardiotoxicity, hepatotoxicity). Dataset: clintox. The compound is C[C@@H]1C[C@H]2[C@@H]3CCC4=CC(=O)C=C[C@]4(C)[C@@]3(F)[C@@H](O)C[C@]2(C)[C@H]1C(=O)CO. The result is 0 (passed clinical trial).